This data is from NCI-60 drug combinations with 297,098 pairs across 59 cell lines. The task is: Regression. Given two drug SMILES strings and cell line genomic features, predict the synergy score measuring deviation from expected non-interaction effect. (1) Drug 1: COC1=CC(=CC(=C1O)OC)C2C3C(COC3=O)C(C4=CC5=C(C=C24)OCO5)OC6C(C(C7C(O6)COC(O7)C8=CC=CS8)O)O. Drug 2: CN(CC1=CN=C2C(=N1)C(=NC(=N2)N)N)C3=CC=C(C=C3)C(=O)NC(CCC(=O)O)C(=O)O. Cell line: SK-OV-3. Synergy scores: CSS=43.2, Synergy_ZIP=-7.05, Synergy_Bliss=-4.04, Synergy_Loewe=-6.75, Synergy_HSA=-1.81. (2) Drug 1: CC1=CC=C(C=C1)C2=CC(=NN2C3=CC=C(C=C3)S(=O)(=O)N)C(F)(F)F. Drug 2: CCC(=C(C1=CC=CC=C1)C2=CC=C(C=C2)OCCN(C)C)C3=CC=CC=C3.C(C(=O)O)C(CC(=O)O)(C(=O)O)O. Cell line: MOLT-4. Synergy scores: CSS=18.9, Synergy_ZIP=3.15, Synergy_Bliss=7.59, Synergy_Loewe=1.77, Synergy_HSA=4.96. (3) Drug 1: CC1=C2C(C(=O)C3(C(CC4C(C3C(C(C2(C)C)(CC1OC(=O)C(C(C5=CC=CC=C5)NC(=O)OC(C)(C)C)O)O)OC(=O)C6=CC=CC=C6)(CO4)OC(=O)C)O)C)O. Drug 2: CC1C(C(CC(O1)OC2CC(OC(C2O)C)OC3=CC4=CC5=C(C(=O)C(C(C5)C(C(=O)C(C(C)O)O)OC)OC6CC(C(C(O6)C)O)OC7CC(C(C(O7)C)O)OC8CC(C(C(O8)C)O)(C)O)C(=C4C(=C3C)O)O)O)O. Cell line: RXF 393. Synergy scores: CSS=47.1, Synergy_ZIP=4.24, Synergy_Bliss=5.59, Synergy_Loewe=4.60, Synergy_HSA=3.83. (4) Drug 1: C1=CC(=C2C(=C1NCCNCCO)C(=O)C3=C(C=CC(=C3C2=O)O)O)NCCNCCO. Drug 2: C1=CC=C(C=C1)NC(=O)CCCCCCC(=O)NO. Cell line: HOP-62. Synergy scores: CSS=68.2, Synergy_ZIP=6.97, Synergy_Bliss=7.31, Synergy_Loewe=-8.55, Synergy_HSA=9.63.